Task: Predict the reactants needed to synthesize the given product.. Dataset: Full USPTO retrosynthesis dataset with 1.9M reactions from patents (1976-2016) Given the product [F:45][C:46]1[CH:47]=[C:48]([CH:74]=[CH:75][C:76]=1[O:77][CH2:78][CH2:79][N:80]1[CH2:85][CH2:84][CH2:83][CH2:82][CH2:81]1)[CH2:49][N:50]([CH:71]([CH3:73])[CH3:72])[C:51]1[CH:56]=[C:55]([OH:57])[CH:54]=[CH:53][C:52]=1[CH:59]1[CH2:68][CH2:67][C:66]2[CH:65]=[C:64]([OH:69])[CH:63]=[CH:62][C:61]=2[CH2:60]1, predict the reactants needed to synthesize it. The reactants are: C(NC1C=C(OC)C=CC=1C1CCC2C(=CC=C(OC)C=2)C1)(C)C.Cl.FC1C=C(C=CC=1OCCN1CCCCC1)C(O)=O.[F:45][C:46]1[CH:47]=[C:48]([CH:74]=[CH:75][C:76]=1[O:77][CH2:78][CH2:79][N:80]1[CH2:85][CH2:84][CH2:83][CH2:82][CH2:81]1)[CH2:49][N:50]([CH:71]([CH3:73])[CH3:72])[C:51]1[CH:56]=[C:55]([O:57]C)[CH:54]=[CH:53][C:52]=1[CH:59]1[CH2:68][CH2:67][C:66]2[C:61](=[CH:62][CH:63]=[C:64]([O:69]C)[CH:65]=2)[CH2:60]1.